Dataset: Acute oral toxicity (LD50) regression data from Zhu et al.. Task: Regression/Classification. Given a drug SMILES string, predict its toxicity properties. Task type varies by dataset: regression for continuous values (e.g., LD50, hERG inhibition percentage) or binary classification for toxic/non-toxic outcomes (e.g., AMES mutagenicity, cardiotoxicity, hepatotoxicity). Dataset: ld50_zhu. (1) The molecule is CCOP(=O)(OCC)Sc1ccc([N+](=O)[O-])cc1. The rat oral LD50 is 4.82, given as -log10 of the dose in mol/kg body weight (higher means more acutely toxic). (2) The compound is ClCOCCl. The rat oral LD50 is 2.74, given as -log10 of the dose in mol/kg body weight (higher means more acutely toxic). (3) The drug is Nc1c(S(=O)(=O)O)cc(Nc2ccc(S(=O)(=O)O)c(Nc3nc(Cl)nc(Cl)n3)c2)c2c1C(=O)c1ccccc1C2=O. The rat oral LD50 is 1.85, given as -log10 of the dose in mol/kg body weight (higher means more acutely toxic).